This data is from Reaction yield outcomes from USPTO patents with 853,638 reactions. The task is: Predict the reaction yield, written as a fraction of the theoretical maximum amount of product (1.0 means a 100% yield; for example, 0.34 means a 34% yield). (1) The reactants are Br[C:2]1[CH:7]=[CH:6][C:5]([S:8]([NH:11][CH3:12])(=[O:10])=[O:9])=[C:4]([O:13][C:14]([F:17])([F:16])[F:15])[CH:3]=1.[C:18]([C:20]1[N:24]([CH3:25])[C:23](B(O)O)=[CH:22][CH:21]=1)#[N:19].[F-].[K+].C(P(C(C)(C)C)C(C)(C)C)(C)(C)C. The catalyst is C1C=CC(/C=C/C(/C=C/C2C=CC=CC=2)=O)=CC=1.C1C=CC(/C=C/C(/C=C/C2C=CC=CC=2)=O)=CC=1.C1C=CC(/C=C/C(/C=C/C2C=CC=CC=2)=O)=CC=1.[Pd].[Pd]. The product is [C:18]([C:20]1[N:24]([CH3:25])[C:23]([C:2]2[CH:7]=[CH:6][C:5]([S:8]([NH:11][CH3:12])(=[O:10])=[O:9])=[C:4]([O:13][C:14]([F:17])([F:16])[F:15])[CH:3]=2)=[CH:22][CH:21]=1)#[N:19]. The yield is 0.280. (2) The reactants are [CH3:1][O:2][C:3]1[CH:4]=[C:5]2[C:10](=[CH:11][C:12]=1[O:13][CH3:14])[N:9]=[CH:8][N:7]=[C:6]2[O:15][C:16]1[CH:22]=[CH:21][C:19]([NH2:20])=[C:18]([O:23][CH3:24])[CH:17]=1.C(N(CC)CC)C.Cl[C:33](Cl)([O:35]C(=O)OC(Cl)(Cl)Cl)Cl.[O:44]1[CH2:49][CH2:48][N:47]([CH2:50][CH2:51][NH2:52])[CH2:46][CH2:45]1. The catalyst is C(Cl)(Cl)Cl.O. The product is [CH3:1][O:2][C:3]1[CH:4]=[C:5]2[C:10](=[CH:11][C:12]=1[O:13][CH3:14])[N:9]=[CH:8][N:7]=[C:6]2[O:15][C:16]1[CH:22]=[CH:21][C:19]([NH:20][C:33]([NH:52][CH2:51][CH2:50][N:47]2[CH2:48][CH2:49][O:44][CH2:45][CH2:46]2)=[O:35])=[C:18]([O:23][CH3:24])[CH:17]=1. The yield is 1.00. (3) The reactants are [C:1]([C:5]1[CH:6]=[C:7]2[C:12](=[C:13]([F:15])[CH:14]=1)[C:11](=[O:16])[N:10]([C:17]1[C:18]([CH2:52][OH:53])=[C:19]([C:23]3[CH:24]=[C:25]([NH:31][C:32]4[N:37]=[CH:36][C:35]([N:38]5[CH2:51][C:40]6([CH2:43][N:42](C(OC(C)(C)C)=O)[CH2:41]6)[CH2:39]5)=[CH:34][CH:33]=4)[C:26](=[O:30])[N:27]([CH3:29])[N:28]=3)[CH:20]=[CH:21][CH:22]=1)[N:9]=[CH:8]2)([CH3:4])([CH3:3])[CH3:2].C(O)(C(F)(F)F)=O. The catalyst is C(Cl)Cl. The product is [C:1]([C:5]1[CH:6]=[C:7]2[C:12](=[C:13]([F:15])[CH:14]=1)[C:11](=[O:16])[N:10]([C:17]1[CH:22]=[CH:21][CH:20]=[C:19]([C:23]3[CH:24]=[C:25]([NH:31][C:32]4[CH:33]=[CH:34][C:35]([N:38]5[CH2:51][C:40]6([CH2:43][NH:42][CH2:41]6)[CH2:39]5)=[CH:36][N:37]=4)[C:26](=[O:30])[N:27]([CH3:29])[N:28]=3)[C:18]=1[CH2:52][OH:53])[N:9]=[CH:8]2)([CH3:4])([CH3:2])[CH3:3]. The yield is 1.00. (4) The reactants are C(OC([N:8]1[CH2:13][CH2:12][CH:11]([N:14]2[CH:22]=[C:21]3[C:16]([N:17]=[C:18]([C:36]4[CH:41]=[CH:40][C:39]([F:42])=[CH:38][CH:37]=4)[C:19]([C:30]4[CH:35]=[CH:34][N:33]=[CH:32][CH:31]=4)=[C:20]3[C:23]3[CH:28]=[CH:27][C:26]([F:29])=[CH:25][CH:24]=3)=[N:15]2)[CH2:10][CH2:9]1)=O)(C)(C)C.FC(F)(F)C(O)=O. The catalyst is C(Cl)Cl. The product is [F:29][C:26]1[CH:27]=[CH:28][C:23]([C:20]2[C:21]3[C:16](=[N:15][N:14]([CH:11]4[CH2:12][CH2:13][NH:8][CH2:9][CH2:10]4)[CH:22]=3)[N:17]=[C:18]([C:36]3[CH:37]=[CH:38][C:39]([F:42])=[CH:40][CH:41]=3)[C:19]=2[C:30]2[CH:31]=[CH:32][N:33]=[CH:34][CH:35]=2)=[CH:24][CH:25]=1. The yield is 0.620. (5) The reactants are [NH2:1][C:2]1[N:7]=[N:6][C:5]([C:8]([OH:10])=O)=[CH:4][CH:3]=1.[C:11]([O:15][C:16]([N:18]1[CH:23]2[CH2:24][CH2:25][CH:19]1[CH2:20][NH:21][CH2:22]2)=[O:17])([CH3:14])([CH3:13])[CH3:12]. No catalyst specified. The product is [C:11]([O:15][C:16]([N:18]1[CH:19]2[CH2:25][CH2:24][CH:23]1[CH2:22][N:21]([C:8]([C:5]1[N:6]=[N:7][C:2]([NH2:1])=[CH:3][CH:4]=1)=[O:10])[CH2:20]2)=[O:17])([CH3:14])([CH3:12])[CH3:13]. The yield is 0.510. (6) The product is [I:1][C:2]1[CH:3]=[C:4]([C:8]2[N:9]=[N:10][N:11]([CH2:13][CH2:14][CH2:15][O:16][S:18]([CH3:17])(=[O:20])=[O:19])[N:12]=2)[CH:5]=[CH:6][CH:7]=1. The yield is 0.760. The catalyst is C(Cl)Cl. The reactants are [I:1][C:2]1[CH:3]=[C:4]([C:8]2[N:9]=[N:10][N:11]([CH2:13][CH2:14][CH2:15][OH:16])[N:12]=2)[CH:5]=[CH:6][CH:7]=1.[CH3:17][S:18](Cl)(=[O:20])=[O:19]. (7) The reactants are [CH2:1]([O:11][C:12](=[O:22])[CH:13]=[CH:14][C:15]1[CH:20]=[CH:19][CH:18]=[CH:17][C:16]=1[OH:21])[CH2:2][CH2:3][CH2:4][CH2:5][CH2:6][CH2:7][CH2:8][CH:9]=[CH2:10].[C:23](Cl)([Cl:25])=[O:24].C(N(CC)C1C=CC=CC=1)C. The catalyst is C1(C)C=CC=CC=1. The product is [CH2:1]([O:11][C:12](=[O:22])[CH:13]=[CH:14][C:15]1[CH:20]=[CH:19][CH:18]=[CH:17][C:16]=1[O:21][C:23]([Cl:25])=[O:24])[CH2:2][CH2:3][CH2:4][CH2:5][CH2:6][CH2:7][CH2:8][CH:9]=[CH2:10]. The yield is 1.00.